This data is from Forward reaction prediction with 1.9M reactions from USPTO patents (1976-2016). The task is: Predict the product of the given reaction. (1) The product is: [CH3:20][N:18]([CH3:19])[CH2:17][CH2:16][CH2:15][O:14][C:12]1[C:11]([CH3:21])=[C:10]2[N:9]([CH:13]=1)[N:8]=[CH:7][N:6]=[C:5]2[O:4][C:3]1[CH:22]=[CH:23][C:24]([NH2:26])=[CH:25][C:2]=1[F:1]. Given the reactants [F:1][C:2]1[CH:25]=[C:24]([N+:26]([O-])=O)[CH:23]=[CH:22][C:3]=1[O:4][C:5]1[C:10]2=[C:11]([CH3:21])[C:12]([O:14][CH2:15][CH2:16][CH2:17][N:18]([CH3:20])[CH3:19])=[CH:13][N:9]2[N:8]=[CH:7][N:6]=1.Cl.Cl.FC1C=C(NC(NC(=O)CC2C=CC(F)=CC=2)=S)C=CC=1OC1C2=C(C)C(OCCN3CCN(C)CC3)=CN2N=CN=1, predict the reaction product. (2) Given the reactants [C:1]([O:5][C:6](=[O:21])[CH2:7][N:8]([C:14]([O:16][C:17]([CH3:20])([CH3:19])[CH3:18])=[O:15])[CH2:9][CH:10]([OH:13])[CH2:11][CH3:12])([CH3:4])([CH3:3])[CH3:2].C1(P(C2C=CC=CC=2)C2C=CC=CC=2)C=CC=CC=1.[Cl:41][C:42]1[CH:43]=[C:44](O)[CH:45]=[CH:46][CH:47]=1.N(C(OC(C)C)=O)=NC(OC(C)C)=O, predict the reaction product. The product is: [C:1]([O:5][C:6](=[O:21])[CH2:7][N:8]([C:14]([O:16][C:17]([CH3:20])([CH3:19])[CH3:18])=[O:15])[CH2:9][CH:10]([O:13][C:46]1[CH:45]=[CH:44][CH:43]=[C:42]([Cl:41])[CH:47]=1)[CH2:11][CH3:12])([CH3:4])([CH3:2])[CH3:3]. (3) Given the reactants C[N:2]([CH3:26])[C:3]1[CH:8]=[CH:7][C:6]([NH:9][C:10]2[N:15]=[C:14]([NH:16][CH2:17][C:18]3[O:19][CH:20]=[CH:21][CH:22]=3)[N:13]=[C:12]([O:23][CH2:24][CH3:25])[N:11]=2)=[CH:5][CH:4]=1.Cl.Cl.[NH2:29]C1C=CC=CC=1.C([O-])([O-])=O.[K+].[K+].CS(C)=O, predict the reaction product. The product is: [NH:2]1[C:3]2[CH:8]=[CH:7][C:6]([NH:9][C:10]3[N:15]=[C:14]([NH:16][CH2:17][C:18]4[O:19][CH:20]=[CH:21][CH:22]=4)[N:13]=[C:12]([O:23][CH2:24][CH3:25])[N:11]=3)=[CH:5][C:4]=2[N:29]=[CH:26]1. (4) Given the reactants [CH2:1]([O:3][C:4](=[O:18])[CH2:5][CH2:6][N:7]1[CH2:15][C:14]2[C:9](=[CH:10][CH:11]=[C:12]([NH2:16])[CH:13]=2)[C:8]1=[O:17])[CH3:2].[O:19]1[C:23]2[CH:24]=[CH:25][CH:26]=[CH:27][C:22]=2[N:21]=[C:20]1[CH2:28][NH:29][CH2:30][CH2:31]OS(C)(=O)=O.C(N(CC)CC)C, predict the reaction product. The product is: [CH2:1]([O:3][C:4](=[O:18])[CH2:5][CH2:6][N:7]1[CH2:15][C:14]2[C:9](=[CH:10][CH:11]=[C:12]([NH:16][CH2:31][CH2:30][NH:29][CH2:28][C:20]3[O:19][C:23]4[CH:24]=[CH:25][CH:26]=[CH:27][C:22]=4[N:21]=3)[CH:13]=2)[C:8]1=[O:17])[CH3:2].